Predict which catalyst facilitates the given reaction. From a dataset of Catalyst prediction with 721,799 reactions and 888 catalyst types from USPTO. (1) Reactant: [Cl:1][C:2]1[CH:3]=[C:4]([C:8]2[N:9]=[C:10]([N:16]3[C:20]4[CH:21]=[C:22]([OH:25])[CH:23]=[CH:24][C:19]=4[N:18]=[CH:17]3)[S:11][C:12]=2[C:13]([NH2:15])=[O:14])[CH:5]=[CH:6][CH:7]=1.[N:26]1([CH2:32][CH2:33][CH2:34]OS(C2C=CC(C)=CC=2)(=O)=O)[CH2:31][CH2:30][CH2:29][CH2:28][CH2:27]1.C(=O)([O-])[O-].[Cs+].[Cs+]. Product: [Cl:1][C:2]1[CH:3]=[C:4]([C:8]2[N:9]=[C:10]([N:16]3[C:20]4[CH:21]=[C:22]([O:25][CH2:34][CH2:33][CH2:32][N:26]5[CH2:31][CH2:30][CH2:29][CH2:28][CH2:27]5)[CH:23]=[CH:24][C:19]=4[N:18]=[CH:17]3)[S:11][C:12]=2[C:13]([NH2:15])=[O:14])[CH:5]=[CH:6][CH:7]=1. The catalyst class is: 9. (2) Reactant: C(OC(=O)[NH:7][C@@H:8]1[CH2:14][CH:13]=[CH:12][CH2:11][N:10]([O:15][CH2:16][C:17]2[CH:22]=[CH:21][CH:20]=[CH:19][CH:18]=2)[C:9]1=[O:23])(C)(C)C.FC(F)(F)C(O)=O. Product: [NH2:7][C@@H:8]1[CH2:14][CH:13]=[CH:12][CH2:11][N:10]([O:15][CH2:16][C:17]2[CH:22]=[CH:21][CH:20]=[CH:19][CH:18]=2)[C:9]1=[O:23]. The catalyst class is: 4.